This data is from Reaction yield outcomes from USPTO patents with 853,638 reactions. The task is: Predict the reaction yield, written as a fraction of the theoretical maximum amount of product (1.0 means a 100% yield; for example, 0.34 means a 34% yield). The reactants are [CH2:1]([O:3][C:4]([N:6]1[C:14]2[C:9](=[CH:10][CH:11]=[C:12]([Cl:15])[CH:13]=2)/[C:8](=[CH:16]/[C:17]2[CH:22]=[CH:21][CH:20]=[C:19]([Cl:23])[CH:18]=2)/[C:7]1=[O:24])=[O:5])[CH3:2].[Cl:25][C:26]1[CH:31]=[CH:30][C:29]([CH:32]=[N:33][C:34]([O:36][Si](C)(C)C)=[CH2:35])=[CH:28][CH:27]=1. The catalyst is C1(C)C=CC=CC=1. The product is [CH2:1]([O:3][C:4]([N:6]1[C:14]2[C:9](=[CH:10][CH:11]=[C:12]([Cl:15])[CH:13]=2)[C:8]2([CH:16]([C:17]3[CH:22]=[CH:21][CH:20]=[C:19]([Cl:23])[CH:18]=3)[CH2:35][C:34](=[O:36])[NH:33][CH:32]2[C:29]2[CH:30]=[CH:31][C:26]([Cl:25])=[CH:27][CH:28]=2)[C:7]1=[O:24])=[O:5])[CH3:2]. The yield is 0.720.